This data is from Full USPTO retrosynthesis dataset with 1.9M reactions from patents (1976-2016). The task is: Predict the reactants needed to synthesize the given product. The reactants are: N#N.[C:3]1([C:9]2[O:13][CH:12]=[N:11][C:10]=2[C:14]([OH:16])=O)[CH:8]=[CH:7][CH:6]=[CH:5][CH:4]=1.C1C=CC2N(O)N=NC=2C=1.C(Cl)CCl.CCN(C(C)C)C(C)C.[CH3:40][O:41][CH2:42][C:43]1[O:47][C:46]([CH2:48][N:49]2[N:53]=[C:52]([NH2:54])[CH:51]=[N:50]2)=[CH:45][CH:44]=1. Given the product [CH3:40][O:41][CH2:42][C:43]1[O:47][C:46]([CH2:48][N:49]2[N:53]=[C:52]([NH:54][C:14]([C:10]3[N:11]=[CH:12][O:13][C:9]=3[C:3]3[CH:4]=[CH:5][CH:6]=[CH:7][CH:8]=3)=[O:16])[CH:51]=[N:50]2)=[CH:45][CH:44]=1, predict the reactants needed to synthesize it.